From a dataset of Full USPTO retrosynthesis dataset with 1.9M reactions from patents (1976-2016). Predict the reactants needed to synthesize the given product. (1) Given the product [C:36]1([S:42]([CH2:45][C:46]2[C:51]([C:52]([OH:54])=[O:53])=[C:50]([O:56][CH2:57][CH2:58][CH2:59][NH:60][C:61]([O:63][C:64]([CH3:65])([CH3:66])[CH3:67])=[O:62])[C:49]([C:68]3[CH:72]=[CH:71][O:70][CH:69]=3)=[CH:48][CH:47]=2)(=[O:44])=[O:43])[CH:37]=[CH:38][CH:39]=[CH:40][CH:41]=1, predict the reactants needed to synthesize it. The reactants are: C1(S(CC2C(C(O)=O)=C(OCCNC(OC(C)(C)C)=O)C(C3C=COC=3)=CC=2)(=O)=O)C=CC=CC=1.[C:36]1([S:42]([CH2:45][C:46]2[C:51]([C:52]([O:54]C)=[O:53])=[C:50]([O:56][CH2:57][CH2:58][CH2:59][NH:60][C:61]([O:63][C:64]([CH3:67])([CH3:66])[CH3:65])=[O:62])[C:49]([C:68]3[CH:72]=[CH:71][O:70][CH:69]=3)=[CH:48][CH:47]=2)(=[O:44])=[O:43])[CH:41]=[CH:40][CH:39]=[CH:38][CH:37]=1. (2) Given the product [N:10]1[C:11]2[C:6](=[CH:5][CH:4]=[CH:3][C:2]=2[C:12]2[C:17]([C:32]3[C:33]4[CH2:38][CH:37]=[CH:36][C:34]=4[S:35][CH:31]=3)=[C:18]([CH3:19])[CH:15]=[CH:14][C:13]=2[CH3:40])[CH:7]=[CH:8][CH:9]=1, predict the reactants needed to synthesize it. The reactants are: Br[C:2]1[CH:3]=[CH:4][CH:5]=[C:6]2[C:11]=1[N:10]=[CH:9][CH:8]=[CH:7]2.[CH2:12]([Li])[CH2:13][CH2:14][CH3:15].[CH3:17][CH2:18][CH2:19]CCC.CC1C([C:31]2[S:35][C:34]3[C:36](=O)[CH:37]=[CH:38][C:33]=3[CH:32]=2)=CC(C)CC=1.[CH2:40]1COCC1. (3) The reactants are: [C:1]12([CH2:11][C:12]([NH:14][C:15]3[C:16]4[CH2:24][CH2:23][NH:22][CH2:21][C:17]=4[N:18]=[CH:19][N:20]=3)=[O:13])[CH2:10][CH:5]3[CH2:6][CH:7]([CH2:9][CH:3]([CH2:4]3)[CH2:2]1)[CH2:8]2.Br[CH2:26][CH2:27][CH2:28][OH:29].CCN(C(C)C)C(C)C. Given the product [C:1]12([CH2:11][C:12]([NH:14][C:15]3[C:16]4[CH2:24][CH2:23][N:22]([CH2:26][CH2:27][CH2:28][OH:29])[CH2:21][C:17]=4[N:18]=[CH:19][N:20]=3)=[O:13])[CH2:2][CH:3]3[CH2:4][CH:5]([CH2:6][CH:7]([CH2:9]3)[CH2:8]1)[CH2:10]2, predict the reactants needed to synthesize it.